From a dataset of Reaction yield outcomes from USPTO patents with 853,638 reactions. Predict the reaction yield, written as a fraction of the theoretical maximum amount of product (1.0 means a 100% yield; for example, 0.34 means a 34% yield). (1) The reactants are [NH2:1][C:2]1[CH:7]=[C:6]([CH3:8])[CH:5]=[C:4]([CH3:9])[N:3]=1.Cl[CH2:11][CH2:12][O:13][CH2:14][CH2:15]Cl.[I-].[Na+].O.[Cl-].[Na+].O. The catalyst is CN(C)C=O.C(N(CC)CC)C. The product is [CH3:8][C:6]1[CH:5]=[C:4]([CH3:9])[N:3]=[C:2]([N:1]2[CH2:15][CH2:14][O:13][CH2:12][CH2:11]2)[CH:7]=1. The yield is 0.560. (2) The reactants are [CH:1]([C:5]1[CH:10]=[CH:9][CH:8]=[CH:7][C:6]=1[OH:11])([CH2:3][CH3:4])[CH3:2].[C:12]1(=O)[O:17][C:15](=[O:16])[C:14]2=[CH:18][CH:19]=[CH:20][CH:21]=[C:13]12. No catalyst specified. The product is [OH:11][C:6]1[CH:7]=[CH:8][C:9]([C:12]2([C:9]3[CH:8]=[CH:7][C:6]([OH:11])=[C:5]([CH:1]([CH2:3][CH3:4])[CH3:2])[CH:10]=3)[C:13]3[C:14](=[CH:18][CH:19]=[CH:20][CH:21]=3)[C:15](=[O:16])[O:17]2)=[CH:10][C:5]=1[CH:1]([CH2:3][CH3:4])[CH3:2]. The yield is 0.770. (3) The reactants are C([BH3-])#N.[Na+].FC(F)(F)C(O)=O.[Cl:12][C:13]1[CH:14]=[C:15]2[C:20](=[CH:21][CH:22]=1)[CH:19]=[C:18]([S:23]([CH2:26][CH2:27][CH2:28][CH2:29][NH2:30])(=[O:25])=[O:24])[CH:17]=[CH:16]2.[N:31]1[CH:36]=[CH:35][C:34]([N:37]2[CH2:42][CH2:41][C:40](=O)[CH2:39][CH2:38]2)=[CH:33][CH:32]=1. The catalyst is CO. The product is [Cl:12][C:13]1[CH:14]=[C:15]2[C:20](=[CH:21][CH:22]=1)[CH:19]=[C:18]([S:23]([CH2:26][CH2:27][CH2:28][CH2:29][NH:30][CH:40]1[CH2:39][CH2:38][N:37]([C:34]3[CH:35]=[CH:36][N:31]=[CH:32][CH:33]=3)[CH2:42][CH2:41]1)(=[O:24])=[O:25])[CH:17]=[CH:16]2. The yield is 0.410. (4) The reactants are [C:1]([O:5][C:6]([N:8]1[CH2:13][CH2:12][O:11][C:10]2[CH:14]=[CH:15][CH:16]=[N:17][C:9]1=2)=[O:7])([CH3:4])([CH3:3])[CH3:2].[Br:18]Br. The catalyst is CO. The product is [C:1]([O:5][C:6]([N:8]1[CH2:13][CH2:12][O:11][C:10]2[CH:14]=[C:15]([Br:18])[CH:16]=[N:17][C:9]1=2)=[O:7])([CH3:4])([CH3:2])[CH3:3]. The yield is 0.480.